Dataset: Reaction yield outcomes from USPTO patents with 853,638 reactions. Task: Predict the reaction yield, written as a fraction of the theoretical maximum amount of product (1.0 means a 100% yield; for example, 0.34 means a 34% yield). The reactants are [CH2:1]([N:8]1[CH2:12][CH:11]2[CH2:13][CH2:14][O:15][C:16](=[O:17])[CH:10]2[CH2:9]1)[C:2]1[CH:7]=[CH:6][CH:5]=[CH:4][CH:3]=1.[Li+].[BH4-]. The catalyst is C1COCC1. The product is [CH2:1]([N:8]1[CH2:9][CH:10]([CH2:16][OH:17])[CH:11]([CH2:13][CH2:14][OH:15])[CH2:12]1)[C:2]1[CH:3]=[CH:4][CH:5]=[CH:6][CH:7]=1. The yield is 0.806.